This data is from Full USPTO retrosynthesis dataset with 1.9M reactions from patents (1976-2016). The task is: Predict the reactants needed to synthesize the given product. (1) Given the product [C:14]1([S:11]([N:8]2[C:9]3[CH:10]=[C:2]([B:29]4[O:30][C:31]([CH3:34])([CH3:33])[CH2:32][C:27]([CH3:45])([CH3:26])[O:28]4)[CH:3]=[C:4]([NH2:20])[C:5]=3[CH:6]=[N:7]2)(=[O:13])=[O:12])[CH:19]=[CH:18][CH:17]=[CH:16][CH:15]=1, predict the reactants needed to synthesize it. The reactants are: Br[C:2]1[CH:3]=[C:4]([NH2:20])[C:5]2[CH:6]=[N:7][N:8]([S:11]([C:14]3[CH:19]=[CH:18][CH:17]=[CH:16][CH:15]=3)(=[O:13])=[O:12])[C:9]=2[CH:10]=1.C([O-])(=O)C.[K+].[CH3:26][C:27]1([CH3:45])[CH2:32][C:31]([CH3:34])([CH3:33])[O:30][B:29]([B:29]2[O:30][C:31]([CH3:34])([CH3:33])[CH2:32][C:27]([CH3:45])([CH3:26])[O:28]2)[O:28]1.O1CCOCC1. (2) Given the product [CH3:1][O:2][C:3](=[O:27])[C@H:4]([CH2:19][C:20]1[CH:21]=[CH:22][C:23]([NH:26][C:40]([C:39]2[C:38]([Cl:37])=[CH:46][CH:45]=[CH:44][C:43]=2[Cl:47])=[O:41])=[CH:24][CH:25]=1)[NH:5][C:6]([C:8]1([CH2:13][CH2:14][NH:15][C:16](=[O:18])[CH3:17])[CH2:9][CH2:10][CH2:11][CH2:12]1)=[S:7], predict the reactants needed to synthesize it. The reactants are: [CH3:1][O:2][C:3](=[O:27])[C@H:4]([CH2:19][C:20]1[CH:25]=[CH:24][C:23]([NH2:26])=[CH:22][CH:21]=1)[NH:5][C:6]([C:8]1([CH2:13][CH2:14][NH:15][C:16](=[O:18])[CH3:17])[CH2:12][CH2:11][CH2:10][CH2:9]1)=[S:7].C(N(C(C)C)CC)(C)C.[Cl:37][C:38]1[CH:46]=[CH:45][CH:44]=[C:43]([Cl:47])[C:39]=1[C:40](Cl)=[O:41]. (3) Given the product [OH:14][C@@:13]1([CH2:24][CH:23]=[CH2:22])[C@@H:9]([O:8][Si:1]([C:4]([CH3:7])([CH3:6])[CH3:5])([CH3:3])[CH3:2])[CH2:10][N:11]([C:15]([O:17][C:18]([CH3:21])([CH3:20])[CH3:19])=[O:16])[CH2:12]1, predict the reactants needed to synthesize it. The reactants are: [Si:1]([O:8][C@@H:9]1[C:13](=[O:14])[CH2:12][N:11]([C:15]([O:17][C:18]([CH3:21])([CH3:20])[CH3:19])=[O:16])[CH2:10]1)([C:4]([CH3:7])([CH3:6])[CH3:5])([CH3:3])[CH3:2].[CH2:22]([Mg]Br)[CH:23]=[CH2:24].